From a dataset of Reaction yield outcomes from USPTO patents with 853,638 reactions. Predict the reaction yield, written as a fraction of the theoretical maximum amount of product (1.0 means a 100% yield; for example, 0.34 means a 34% yield). (1) The reactants are I[C:2]1[N:7]=[N:6][C:5]([N:8]2[CH2:12][C:11]([CH3:14])([CH3:13])[N:10]([CH3:15])[C:9]2=[O:16])=[CH:4][CH:3]=1.[C:17]([C:19]1[CH:24]=[CH:23][CH:22]=[C:21]([CH3:25])[CH:20]=1)#[CH:18].C(N(CC)CC)C.C1(P(C2C=CC=CC=2)C2C=CC=CC=2)C=CC=CC=1. The catalyst is C1COCC1.C(OCC)(=O)C.C1C=CC(P(C2C=CC=CC=2)C2C=CC=CC=2)=CC=1.C1C=CC(P(C2C=CC=CC=2)C2C=CC=CC=2)=CC=1.Cl[Pd]Cl.[Cu]I. The product is [CH3:15][N:10]1[C:11]([CH3:14])([CH3:13])[CH2:12][N:8]([C:5]2[N:6]=[N:7][C:2]([C:18]#[C:17][C:19]3[CH:20]=[C:21]([CH3:25])[CH:22]=[CH:23][CH:24]=3)=[CH:3][CH:4]=2)[C:9]1=[O:16]. The yield is 0.250. (2) The yield is 0.770. The reactants are [O:1]1[C:5]2([CH2:10][CH2:9][C:8](=[O:11])[CH2:7][CH2:6]2)[O:4][CH2:3][CH2:2]1.[CH2:12]([C:15]1[CH:20]=[CH:19][C:18]([Mg]Br)=[CH:17][CH:16]=1)[CH2:13][CH3:14]. The product is [CH2:12]([C:15]1[CH:20]=[CH:19][C:18]([C:8]2([OH:11])[CH2:7][CH2:6][C:5]3([O:4][CH2:3][CH2:2][O:1]3)[CH2:10][CH2:9]2)=[CH:17][CH:16]=1)[CH2:13][CH3:14]. The catalyst is C1COCC1. (3) The reactants are [Cl:1]C1C=C(C(N)C)C2OCCOC=2C=1.FC1C=C(F)C=CC=1S(C)(=O)=O.C(N(C(C)C)CC)(C)C.[Cl:36][C:37]1[CH:46]=[C:45]([CH:47]([NH:49][C:50]2[CH:55]=[C:54](F)[CH:53]=[CH:52][C:51]=2[S:57]([CH3:60])(=[O:59])=[O:58])[CH3:48])[C:40]2[O:41][CH2:42][CH2:43][O:44][C:39]=2[CH:38]=1.[NH:61]1[CH2:66][CH2:65][NH:64][CH2:63][CH2:62]1. The catalyst is CN(C)C=O.C(#N)C.O. The product is [ClH:1].[Cl:36][C:37]1[CH:46]=[C:45]([CH:47]([NH:49][C:50]2[CH:55]=[C:54]([N:61]3[CH2:66][CH2:65][NH:64][CH2:63][CH2:62]3)[CH:53]=[CH:52][C:51]=2[S:57]([CH3:60])(=[O:59])=[O:58])[CH3:48])[C:40]2[O:41][CH2:42][CH2:43][O:44][C:39]=2[CH:38]=1. The yield is 0.800. (4) The reactants are [F:1][C:2]1[CH:3]=[CH:4][C:5]2[N:6]([CH2:16][C@@H:17]3[CH2:19][O:18]3)[C:7]3[C:12]([C:13]=2[CH:14]=1)=[CH:11][C:10]([F:15])=[CH:9][CH:8]=3.[CH2:20]([NH2:23])[CH2:21][NH2:22]. The catalyst is C(O)C. The product is [NH2:22][CH2:21][CH2:20][NH:23][CH2:19][C@H:17]([OH:18])[CH2:16][N:6]1[C:7]2[CH:8]=[CH:9][C:10]([F:15])=[CH:11][C:12]=2[C:13]2[C:5]1=[CH:4][CH:3]=[C:2]([F:1])[CH:14]=2. The yield is 0.960. (5) The reactants are [F:1][C:2]1[CH:16]=[CH:15][CH:14]=[C:13]([F:17])[C:3]=1[CH2:4][O:5][C:6]1[C:7]([NH2:12])=[N:8][CH:9]=[CH:10][CH:11]=1.Cl[CH:19]([C:25]([CH3:27])=O)[C:20]([O:22][CH2:23][CH3:24])=[O:21]. The catalyst is C(O)C. The product is [F:1][C:2]1[CH:16]=[CH:15][CH:14]=[C:13]([F:17])[C:3]=1[CH2:4][O:5][C:6]1[C:7]2[N:8]([C:19]([C:20]([O:22][CH2:23][CH3:24])=[O:21])=[C:25]([CH3:27])[N:12]=2)[CH:9]=[CH:10][CH:11]=1. The yield is 0.410. (6) The reactants are [Cl:1][C:2]1[S:6][C:5]([N:7]([CH2:20][C:21]2[CH:26]=[CH:25][C:24]([O:27][CH3:28])=[CH:23][C:22]=2[O:29][CH3:30])[S:8]([C:11]2[CH:16]=[CH:15][C:14](F)=[C:13]([C:18]#[N:19])[CH:12]=2)(=[O:10])=[O:9])=[N:4][CH:3]=1.[I:31][C:32]1[CH:37]=[C:36]([F:38])[CH:35]=[CH:34][C:33]=1[OH:39].C(=O)([O-])[O-].[K+].[K+].O. The catalyst is CS(C)=O. The product is [Cl:1][C:2]1[S:6][C:5]([N:7]([CH2:20][C:21]2[CH:26]=[CH:25][C:24]([O:27][CH3:28])=[CH:23][C:22]=2[O:29][CH3:30])[S:8]([C:11]2[CH:16]=[CH:15][C:14]([O:39][C:33]3[CH:34]=[CH:35][C:36]([F:38])=[CH:37][C:32]=3[I:31])=[C:13]([C:18]#[N:19])[CH:12]=2)(=[O:10])=[O:9])=[N:4][CH:3]=1. The yield is 1.00. (7) The reactants are [NH:1]1[CH2:6][CH2:5][CH:4]([N:7]2[CH2:12][CH2:11][O:10][CH2:9][C:8]2=[O:13])[CH2:3][CH2:2]1.[CH2:14](N1CCC(=O)CC1)[C:15]1[CH:20]=[CH:19][CH:18]=[CH:17][CH:16]=1.C(CN)O.C([BH3-])#N.[Na+].FC(F)(F)S(O)(=O)=O.Cl.C(N1CCC(NCCO)CC1)C1C=CC=CC=1.ClCC(Cl)=O.[OH-].[Na+]. The catalyst is CO.C(O)C.O. The product is [CH2:14]([N:1]1[CH2:6][CH2:5][CH:4]([N:7]2[CH2:12][CH2:11][O:10][CH2:9][C:8]2=[O:13])[CH2:3][CH2:2]1)[C:15]1[CH:20]=[CH:19][CH:18]=[CH:17][CH:16]=1. The yield is 0.660.